Dataset: Catalyst prediction with 721,799 reactions and 888 catalyst types from USPTO. Task: Predict which catalyst facilitates the given reaction. (1) Reactant: [OH:1][C:2]1[CH:7]=[CH:6][C:5]([C:8]2[CH:20]=[CH:19][C:11]3[C:12]([C:15]([O:17][CH3:18])=[O:16])=[CH:13][S:14][C:10]=3[CH:9]=2)=[CH:4][CH:3]=1.[Cl:21][C:22]1[CH:27]=[CH:26][CH:25]=[C:24]([Cl:28])[C:23]=1[C:29]1[C:33]([CH2:34]O)=[C:32]([CH:36]([CH3:38])[CH3:37])[O:31][N:30]=1.C1(P(C2C=CC=CC=2)C2C=CC=CC=2)C=CC=CC=1.CC(OC(/N=N/C(OC(C)C)=O)=O)C. Product: [Cl:28][C:24]1[CH:25]=[CH:26][CH:27]=[C:22]([Cl:21])[C:23]=1[C:29]1[C:33]([CH2:34][O:1][C:2]2[CH:7]=[CH:6][C:5]([C:8]3[CH:20]=[CH:19][C:11]4[C:12]([C:15]([O:17][CH3:18])=[O:16])=[CH:13][S:14][C:10]=4[CH:9]=3)=[CH:4][CH:3]=2)=[C:32]([CH:36]([CH3:38])[CH3:37])[O:31][N:30]=1. The catalyst class is: 4. (2) Reactant: C([N:8]1[CH2:13][CH2:12][CH:11]([N:14]2[CH2:19][CH2:18][O:17][CH2:16][CH2:15]2)[CH2:10][CH2:9]1)C1C=CC=CC=1.Cl. Product: [NH:8]1[CH2:13][CH2:12][CH:11]([N:14]2[CH2:19][CH2:18][O:17][CH2:16][CH2:15]2)[CH2:10][CH2:9]1. The catalyst class is: 105.